From a dataset of Reaction yield outcomes from USPTO patents with 853,638 reactions. Predict the reaction yield, written as a fraction of the theoretical maximum amount of product (1.0 means a 100% yield; for example, 0.34 means a 34% yield). The reactants are [Cl:1][C:2]1[CH:9]=[CH:8][C:5]([C:6]#[N:7])=[C:4]([O:10][C:11]2[CH:16]=[CH:15][CH:14]=[C:13]([CH:17]=O)[CH:12]=2)[CH:3]=1.[NH:19]1[CH2:23][CH2:22][CH2:21][CH2:20]1.C([BH3-])#N.[Na+].[C:28]([OH:35])(=[O:34])/[CH:29]=[CH:30]/[C:31]([OH:33])=[O:32]. The catalyst is C(O)(=O)C.CO. The product is [C:28]([OH:35])(=[O:34])/[CH:29]=[CH:30]/[C:31]([OH:33])=[O:32].[Cl:1][C:2]1[CH:9]=[CH:8][C:5]([C:6]#[N:7])=[C:4]([O:10][C:11]2[CH:16]=[CH:15][CH:14]=[C:13]([CH2:17][N:19]3[CH2:23][CH2:22][CH2:21][CH2:20]3)[CH:12]=2)[CH:3]=1. The yield is 0.350.